From a dataset of NCI-60 drug combinations with 297,098 pairs across 59 cell lines. Regression. Given two drug SMILES strings and cell line genomic features, predict the synergy score measuring deviation from expected non-interaction effect. (1) Drug 1: C1=NC2=C(N1)C(=S)N=CN2. Drug 2: CCN(CC)CCCC(C)NC1=C2C=C(C=CC2=NC3=C1C=CC(=C3)Cl)OC. Cell line: SR. Synergy scores: CSS=56.1, Synergy_ZIP=-0.321, Synergy_Bliss=-0.0703, Synergy_Loewe=-3.47, Synergy_HSA=0.359. (2) Drug 1: C1=NC2=C(N=C(N=C2N1C3C(C(C(O3)CO)O)F)Cl)N. Drug 2: C1CC(=O)NC(=O)C1N2C(=O)C3=CC=CC=C3C2=O. Cell line: M14. Synergy scores: CSS=4.34, Synergy_ZIP=-4.92, Synergy_Bliss=-1.66, Synergy_Loewe=-21.2, Synergy_HSA=-3.07. (3) Drug 1: CN(C)C1=NC(=NC(=N1)N(C)C)N(C)C. Drug 2: C1=NC(=NC(=O)N1C2C(C(C(O2)CO)O)O)N. Cell line: DU-145. Synergy scores: CSS=-6.24, Synergy_ZIP=0.860, Synergy_Bliss=1.23, Synergy_Loewe=-11.4, Synergy_HSA=-2.59. (4) Drug 1: CC1=CC2C(CCC3(C2CCC3(C(=O)C)OC(=O)C)C)C4(C1=CC(=O)CC4)C. Drug 2: CCCCCOC(=O)NC1=NC(=O)N(C=C1F)C2C(C(C(O2)C)O)O. Cell line: RXF 393. Synergy scores: CSS=-2.38, Synergy_ZIP=0.267, Synergy_Bliss=0.394, Synergy_Loewe=-3.91, Synergy_HSA=-3.75.